From a dataset of Forward reaction prediction with 1.9M reactions from USPTO patents (1976-2016). Predict the product of the given reaction. (1) Given the reactants [Cl:1][C:2]1[CH:7]=[CH:6][C:5]([C:8]2[C:13]([O:14][CH2:15][C:16]([O:18]CC)=[O:17])=[CH:12][CH:11]=[CH:10][N:9]=2)=[CH:4][C:3]=1[C:21]([NH:23][CH2:24][C:25]12[CH2:34][CH:29]3[CH2:30][CH:31]([CH2:33][CH:27]([CH2:28]3)[CH2:26]1)[CH2:32]2)=[O:22].[OH-].[K+].CO, predict the reaction product. The product is: [Cl:1][C:2]1[CH:7]=[CH:6][C:5]([C:8]2[C:13]([O:14][CH2:15][C:16]([OH:18])=[O:17])=[CH:12][CH:11]=[CH:10][N:9]=2)=[CH:4][C:3]=1[C:21]([NH:23][CH2:24][C:25]12[CH2:26][CH:27]3[CH2:28][CH:29]([CH2:30][CH:31]([CH2:33]3)[CH2:32]1)[CH2:34]2)=[O:22]. (2) Given the reactants [CH3:1][CH:2]([C:4]1[C:8]2=[C:9]([OH:13])[CH:10]=[CH:11][CH:12]=[C:7]2[O:6][N:5]=1)[CH3:3].CC(C1OC2C(=C(O)C=CC=2)N=1)C.Cl[C:28]1[CH:33]=[CH:32][C:31]([N+:34]([O-:36])=[O:35])=[CH:30][N:29]=1.C(=O)([O-])[O-].[K+].[K+], predict the reaction product. The product is: [CH3:3][CH:2]([C:4]1[C:8]2[C:9]([O:13][C:28]3[CH:33]=[CH:32][C:31]([N+:34]([O-:36])=[O:35])=[CH:30][N:29]=3)=[CH:10][CH:11]=[CH:12][C:7]=2[O:6][N:5]=1)[CH3:1]. (3) Given the reactants C(OC(=O)[CH:5]([C:15]1[N:16]([C:20]2[C:25]([F:26])=[CH:24][CH:23]=[CH:22][N:21]=2)[N:17]=[CH:18][CH:19]=1)[C:6]1[C:11]([CH2:12][CH2:13][CH3:14])=[CH:10][N:9]=[CH:8][N:7]=1)C.C([O-])(O)=O.[Na+], predict the reaction product. The product is: [F:26][C:25]1[C:20]([N:16]2[C:15]([CH2:5][C:6]3[C:11]([CH2:12][CH2:13][CH3:14])=[CH:10][N:9]=[CH:8][N:7]=3)=[CH:19][CH:18]=[N:17]2)=[N:21][CH:22]=[CH:23][CH:24]=1. (4) The product is: [CH2:1]([N:8]1[C:20]2[C:19]3[CH:18]=[C:17]([O:21][CH3:22])[C:16]([C:23]4[C:24]([CH3:29])=[N:25][O:26][C:27]=4[CH3:28])=[CH:15][C:14]=3[N:13]=[CH:12][C:11]=2[O:10][C:9]1=[O:30])[CH:2]=[CH2:3]. Given the reactants [CH2:1]([N:8]1[C:20]2[C:19]3[CH:18]=[C:17]([O:21][CH3:22])[C:16]([C:23]4[C:24]([CH3:29])=[N:25][O:26][C:27]=4[CH3:28])=[CH:15][C:14]=3[N:13]=[CH:12][C:11]=2[O:10][C:9]1=[O:30])[C:2]1C=CC=C[CH:3]=1.C(N1C=COC1=O)C=C, predict the reaction product.